Task: Predict the reactants needed to synthesize the given product.. Dataset: Full USPTO retrosynthesis dataset with 1.9M reactions from patents (1976-2016) (1) Given the product [Cl:1][C:2]1[N:3]=[CH:4][C:5]2[N:10]([CH3:11])[CH:9]=[C:8]([C:23]3[CH2:24][CH2:25][N:20]([C:18]([CH:13]4[CH2:14][CH2:15][CH2:16][CH2:17]4)=[O:19])[CH2:21][CH:22]=3)[C:6]=2[N:7]=1, predict the reactants needed to synthesize it. The reactants are: [Cl:1][C:2]1[N:3]=[CH:4][C:5]2[N:10]([CH3:11])[CH:9]=[C:8](I)[C:6]=2[N:7]=1.[CH:13]1([C:18]([N:20]2[CH2:25][CH2:24][C:23](B3OC(C)(C)C(C)(C)O3)=[CH:22][CH2:21]2)=[O:19])[CH2:17][CH2:16][CH2:15][CH2:14]1.C([O-])([O-])=O.[K+].[K+]. (2) Given the product [Cl:9][C:10]1[N:11]=[C:12]([NH:8][C:6]2[N:5]=[CH:4][N:3]([CH3:2])[CH:7]=2)[C:13]2[CH:19]=[CH:18][CH:17]=[N:16][C:14]=2[N:15]=1, predict the reactants needed to synthesize it. The reactants are: Cl.[CH3:2][N:3]1[CH:7]=[C:6]([NH2:8])[N:5]=[CH:4]1.[Cl:9][C:10]1[N:11]=[C:12](Cl)[C:13]2[CH:19]=[CH:18][CH:17]=[N:16][C:14]=2[N:15]=1. (3) Given the product [ClH:1].[CH3:30][NH:31][S:32]([CH2:35][CH2:36][C:37]1[CH:38]=[CH:39][C:40]([NH:43][C:2]2[N:7]=[C:6]([N:8]([C:9]3[CH:28]=[CH:27][C:12]4[N:13]([CH3:26])[C:14]([NH:16][CH2:17][C:18]5[CH:23]=[CH:22][C:21]([O:24][CH3:25])=[CH:20][CH:19]=5)=[N:15][C:11]=4[CH:10]=3)[CH3:29])[CH:5]=[CH:4][N:3]=2)=[CH:41][CH:42]=1)(=[O:33])=[O:34], predict the reactants needed to synthesize it. The reactants are: [Cl:1][C:2]1[N:7]=[C:6]([N:8]([CH3:29])[C:9]2[CH:28]=[CH:27][C:12]3[N:13]([CH3:26])[C:14]([NH:16][CH2:17][C:18]4[CH:23]=[CH:22][C:21]([O:24][CH3:25])=[CH:20][CH:19]=4)=[N:15][C:11]=3[CH:10]=2)[CH:5]=[CH:4][N:3]=1.[CH3:30][NH:31][S:32]([CH2:35][CH2:36][C:37]1[CH:42]=[CH:41][C:40]([NH2:43])=[CH:39][CH:38]=1)(=[O:34])=[O:33]. (4) Given the product [CH3:11][C:10]1[O:9][N:8]=[C:7]([C:12]2[CH:17]=[CH:16][C:15]([CH3:18])=[CH:14][CH:13]=2)[C:6]=1[CH2:4][OH:3], predict the reactants needed to synthesize it. The reactants are: C([O:3][C:4]([C:6]1[C:7]([C:12]2[CH:17]=[CH:16][C:15]([CH3:18])=[CH:14][CH:13]=2)=[N:8][O:9][C:10]=1[CH3:11])=O)C.C(OC(C1C(C2C=C(C)C=CC=2)=NOC=1C)=O)C.